Dataset: Reaction yield outcomes from USPTO patents with 853,638 reactions. Task: Predict the reaction yield, written as a fraction of the theoretical maximum amount of product (1.0 means a 100% yield; for example, 0.34 means a 34% yield). (1) The product is [Cl:9][C:10]1[CH:17]=[CH:16][C:13]([CH:14]=[C:5]2[NH:4][C:3](=[O:8])[N:2]([CH3:1])[C:6]2=[O:7])=[CH:12][CH:11]=1. The catalyst is C(O)CCC. The reactants are [CH3:1][N:2]1[C:6](=[O:7])[CH2:5][NH:4][C:3]1=[O:8].[Cl:9][C:10]1[CH:17]=[CH:16][C:13]([CH:14]=O)=[CH:12][CH:11]=1.N1CCCCC1.C(O)(=O)C. The yield is 0.675. (2) The reactants are [C:1]1([N:7]2[C:12]3[CH:13]=[C:14]([C:17]([NH:19][CH2:20][CH2:21][CH2:22][NH:23][C:24]4[CH:29]=[CH:28][CH:27]=[CH:26][N:25]=4)=[O:18])[CH:15]=[CH:16][C:11]=3[O:10][CH:9]([CH2:30][C:31]([O:33]C)=[O:32])[CH2:8]2)[CH:6]=[CH:5][CH:4]=[CH:3][CH:2]=1.[OH-].[Na+].Cl. The catalyst is C(O)C. The product is [C:1]1([N:7]2[C:12]3[CH:13]=[C:14]([C:17]([NH:19][CH2:20][CH2:21][CH2:22][NH:23][C:24]4[CH:29]=[CH:28][CH:27]=[CH:26][N:25]=4)=[O:18])[CH:15]=[CH:16][C:11]=3[O:10][CH:9]([CH2:30][C:31]([OH:33])=[O:32])[CH2:8]2)[CH:2]=[CH:3][CH:4]=[CH:5][CH:6]=1. The yield is 0.430. (3) The reactants are [Br:1][C:2]1[CH:3]=[C:4]2[C:8](=[CH:9][CH:10]=1)[C:7]([CH3:14])(C(O)=O)[CH2:6][CH2:5]2.C([N:17](CC)CC)C.C1(P(N=[N+]=[N-])(C2C=CC=CC=2)=O)C=CC=CC=1.C[Si](C)(C)[O-].[Na+].[OH-].[Na+]. The catalyst is C1(C)C=CC=CC=1. The product is [Br:1][C:2]1[CH:3]=[C:4]2[C:8](=[CH:9][CH:10]=1)[C:7]([NH2:17])([CH3:14])[CH2:6][CH2:5]2. The yield is 0.910. (4) The reactants are [NH2:1][C:2]1[CH:7]=[C:6]([O:8][C:9]2[CH:14]=[CH:13][C:12]([NH:15][C:16]([NH:18][C:19]3[N:23]([C:24]4[CH:25]=[C:26]5[C:31](=[CH:32][CH:33]=4)[N:30]=[CH:29][CH:28]=[CH:27]5)[N:22]=[C:21]([CH:34]([CH3:36])[CH3:35])[CH:20]=3)=[O:17])=[C:11]([F:37])[CH:10]=2)[CH:5]=[CH:4][N:3]=1.N1C=CC=CC=1.[C:44](OC(=O)C)(=[O:46])[CH3:45]. The catalyst is C(Cl)Cl. The product is [C:44]([NH:1][C:2]1[CH:7]=[C:6]([O:8][C:9]2[CH:14]=[CH:13][C:12]([NH:15][C:16]([NH:18][C:19]3[N:23]([C:24]4[CH:25]=[C:26]5[C:31](=[CH:32][CH:33]=4)[N:30]=[CH:29][CH:28]=[CH:27]5)[N:22]=[C:21]([CH:34]([CH3:35])[CH3:36])[CH:20]=3)=[O:17])=[C:11]([F:37])[CH:10]=2)[CH:5]=[CH:4][N:3]=1)(=[O:46])[CH3:45]. The yield is 0.760. (5) The reactants are S(O)(O)(=O)=O.[CH:6]1[C:22]2[CH2:21][C@H:20]3[N:23]([CH2:25][CH2:26][C@@:12]45[C@H:19]3[CH:18]=[CH:17][C@H:15]([OH:16])[C@@H:13]4[O:14][C:10]([C:11]=25)=[C:8]([OH:9])[CH:7]=1)[CH3:24].C([O-])([O-])=O.[K+].[K+].C(Cl)Cl.Cl. The catalyst is O. The product is [CH:6]1[C:22]2[CH2:21][C@H:20]3[N:23]([CH2:25][CH2:26][C@@:12]45[C@H:19]3[CH:18]=[CH:17][C@H:15]([OH:16])[C@@H:13]4[O:14][C:10]([C:11]=25)=[C:8]([OH:9])[CH:7]=1)[CH3:24]. The yield is 0.560. (6) The reactants are C(NC(C)C)(C)C.C([Li])CCC.[CH3:13][O:14][C:15](=[O:26])[CH2:16][C:17]1[CH:22]=[CH:21][C:20]([S:23][CH3:24])=[C:19]([Cl:25])[CH:18]=1.I[CH2:28][CH:29]1[CH2:38][CH2:37][C:32]2([O:36][CH2:35][CH2:34][O:33]2)[CH2:31][CH2:30]1. The catalyst is O1CCCC1.CN1CCCN(C)C1=O. The product is [CH3:13][O:14][C:15](=[O:26])[CH:16]([C:17]1[CH:22]=[CH:21][C:20]([S:23][CH3:24])=[C:19]([Cl:25])[CH:18]=1)[CH2:28][CH:29]1[CH2:38][CH2:37][C:32]2([O:33][CH2:34][CH2:35][O:36]2)[CH2:31][CH2:30]1. The yield is 0.550. (7) The reactants are [NH:1]1[C:9]2[C:4](=[CH:5][CH:6]=[CH:7][CH:8]=2)[CH:3]=[CH:2]1.[OH-].[K+].Br[CH:13]([OH:15])[CH3:14]. The catalyst is CS(C)=O. The product is [OH:15][CH2:13][CH2:14][N:1]1[C:9]2[C:4](=[CH:5][CH:6]=[CH:7][CH:8]=2)[CH:3]=[CH:2]1. The yield is 0.730.